Dataset: Forward reaction prediction with 1.9M reactions from USPTO patents (1976-2016). Task: Predict the product of the given reaction. (1) Given the reactants [NH2:1][C:2]1[CH:3]=[CH:4][C:5]2[O:9][CH2:8][C:7](=[O:10])[C:6]=2[CH:11]=1.[CH2:12]([N:14]([CH2:17]C)CC)C.ClC(Cl)([O:22]C(=O)OC(Cl)(Cl)Cl)Cl.CN.C1COCC1, predict the reaction product. The product is: [CH3:12][NH:14][C:17]([NH:1][C:2]1[CH:3]=[CH:4][C:5]2[O:9][CH2:8][C:7](=[O:10])[C:6]=2[CH:11]=1)=[O:22]. (2) Given the reactants [OH-].[K+].[CH2:3]1[CH:7]([CH2:8][CH2:9][CH2:10][CH2:11][C:12]([OH:14])=[O:13])[S:6][S:5][CH2:4]1.[CH2:15]([OH:80])[C@H:16]1[O:21][C@@H:20]2[O:22][C@H:23]3[C@H:28]([OH:29])[C@@H:27]([OH:30])[C@@H:26]([O:31][C@H:32]4[C@H:37]([OH:38])[C@@H:36]([OH:39])[C@@H:35]([O:40][C@H:41]5[C@H:46]([OH:47])[C@@H:45]([OH:48])[C@@H:44]([O:49][C@H:50]6[C@H:55]([OH:56])[C@@H:54]([OH:57])[C@@H:53]([O:58][C@H:59]7[C@H:65]([OH:66])[C@@H:64]([OH:67])[C@@H:62]([O:63][C@H:17]1[C@H:18]([OH:79])[C@H:19]2[OH:78])[O:61][C@@H:60]7[CH2:68][OH:69])[O:52][C@@H:51]6[CH2:70][OH:71])[O:43][C@@H:42]5[CH2:72][OH:73])[O:34][C@@H:33]4[CH2:74][OH:75])[O:25][C@@H:24]3[CH2:76][OH:77].Cl, predict the reaction product. The product is: [CH2:3]1[CH:7]([CH2:8][CH2:9][CH2:10][CH2:11][C:12]([OH:14])=[O:13])[S:6][S:5][CH2:4]1.[CH2:70]([OH:71])[C@H:51]1[O:52][C@@H:53]2[O:58][C@H:59]3[C@H:65]([OH:66])[C@@H:64]([OH:67])[C@@H:62]([O:63][C@H:17]4[C@H:18]([OH:79])[C@@H:19]([OH:78])[C@@H:20]([O:22][C@H:23]5[C@H:28]([OH:29])[C@@H:27]([OH:30])[C@@H:26]([O:31][C@H:32]6[C@H:37]([OH:38])[C@@H:36]([OH:39])[C@@H:35]([O:40][C@H:41]7[C@H:46]([OH:47])[C@@H:45]([OH:48])[C@@H:44]([O:49][C@H:50]1[C@H:55]([OH:56])[C@H:54]2[OH:57])[O:43][C@@H:42]7[CH2:72][OH:73])[O:34][C@@H:33]6[CH2:74][OH:75])[O:25][C@@H:24]5[CH2:76][OH:77])[O:21][C@@H:16]4[CH2:15][OH:80])[O:61][C@@H:60]3[CH2:68][OH:69]. (3) Given the reactants CO[CH:3]1[CH2:7][CH2:6][CH:5](OC)O1.[N+:10]([C:13]1[CH:18]=[CH:17][C:16]([C:19]2[CH:25]=[CH:24][C:22]([NH2:23])=[CH:21][CH:20]=2)=[CH:15][CH:14]=1)([O-:12])=[O:11].CCOCC, predict the reaction product. The product is: [N:23]1([C:22]2[CH:21]=[CH:20][C:19]([C:16]3[CH:17]=[CH:18][C:13]([N+:10]([O-:12])=[O:11])=[CH:14][CH:15]=3)=[CH:25][CH:24]=2)[CH:3]=[CH:7][CH:6]=[CH:5]1. (4) Given the reactants [Br:1][C:2]1[N:3]=[C:4]([C:7]([C:9]2[CH:18]=[CH:17][C:12]3[NH:13][C:14](=[O:16])[S:15][C:11]=3[CH:10]=2)=[O:8])[S:5][CH:6]=1.[H-].[Na+].[CH3:21][Si:22]([CH3:29])([CH3:28])[CH2:23][CH2:24][O:25][CH2:26]Cl, predict the reaction product. The product is: [Br:1][C:2]1[N:3]=[C:4]([C:7]([C:9]2[CH:18]=[CH:17][C:12]3[N:13]([CH2:26][O:25][CH2:24][CH2:23][Si:22]([CH3:29])([CH3:28])[CH3:21])[C:14](=[O:16])[S:15][C:11]=3[CH:10]=2)=[O:8])[S:5][CH:6]=1. (5) Given the reactants [F:1][C:2]([F:50])([C:46]([F:49])([F:48])[F:47])[CH2:3][CH2:4]/[CH:5]=[C:6](\[CH2:12][CH2:13][CH2:14][CH2:15][CH2:16][CH2:17][CH2:18][CH2:19][CH2:20][CH:21]1[C:30]2[C:25](=[CH:26][C:27]([O:31][CH2:32][O:33][CH3:34])=[CH:28][CH:29]=2)[O:24][CH2:23][C:22]1([C:36]1[CH:41]=[CH:40][C:39]([O:42][CH2:43][O:44][CH3:45])=[CH:38][CH:37]=1)[CH3:35])/[C:7]([O:9]CC)=[O:8].N#N.Cl, predict the reaction product. The product is: [F:50][C:2]([F:1])([C:46]([F:47])([F:48])[F:49])[CH2:3][CH2:4]/[CH:5]=[C:6](\[CH2:12][CH2:13][CH2:14][CH2:15][CH2:16][CH2:17][CH2:18][CH2:19][CH2:20][CH:21]1[C:30]2[C:25](=[CH:26][C:27]([O:31][CH2:32][O:33][CH3:34])=[CH:28][CH:29]=2)[O:24][CH2:23][C:22]1([C:36]1[CH:37]=[CH:38][C:39]([O:42][CH2:43][O:44][CH3:45])=[CH:40][CH:41]=1)[CH3:35])/[C:7]([OH:9])=[O:8]. (6) Given the reactants Cl.Cl[C:3]1[N:12]=[C:11]([N:13]([C:15]2[CH:20]=[CH:19][C:18]([O:21][CH3:22])=[CH:17][CH:16]=2)[CH3:14])[C:10]2[C:5](=[CH:6][CH:7]=[CH:8][CH:9]=2)[N:4]=1.CC[N:25]([CH2:28][CH3:29])CC.[CH:30]([OH:33])([CH3:32])C, predict the reaction product. The product is: [CH3:22][O:21][C:18]1[CH:19]=[CH:20][C:15]([N:13]([CH3:14])[C:11]2[C:10]3[C:5](=[CH:6][CH:7]=[CH:8][CH:9]=3)[N:4]=[C:3]([NH:25][C@@H:28]([CH3:29])[C@@H:30]([C:32]3[CH:9]=[CH:10][CH:5]=[CH:6][CH:7]=3)[OH:33])[N:12]=2)=[CH:16][CH:17]=1.